This data is from Forward reaction prediction with 1.9M reactions from USPTO patents (1976-2016). The task is: Predict the product of the given reaction. (1) Given the reactants Br[C:2]1[CH:3]=[C:4]2[C:8](=[CH:9][CH:10]=1)[C:7](=[O:11])[NH:6][CH2:5]2.[S:12]1[CH:16]=[CH:15][CH:14]=[C:13]1B(O)O, predict the reaction product. The product is: [S:12]1[CH:16]=[CH:15][CH:14]=[C:13]1[C:2]1[CH:3]=[C:4]2[C:8](=[CH:9][CH:10]=1)[C:7](=[O:11])[NH:6][CH2:5]2. (2) Given the reactants C([O-])([O-])=O.[K+].[K+].[CH:7]([C:9]1[CH:10]=[C:11]([CH2:16][C:17]([O:19][CH3:20])=[O:18])[CH:12]=[CH:13][C:14]=1[OH:15])=O.Br.Br[CH2:23][C:24]([C:26]1[CH:31]=[CH:30][N:29]=[CH:28][CH:27]=1)=[O:25].O, predict the reaction product. The product is: [C:24]([C:23]1[O:15][C:14]2[CH:13]=[CH:12][C:11]([CH2:16][C:17]([O:19][CH3:20])=[O:18])=[CH:10][C:9]=2[CH:7]=1)(=[O:25])[C:26]1[CH:31]=[CH:30][N:29]=[CH:28][CH:27]=1.